From a dataset of Forward reaction prediction with 1.9M reactions from USPTO patents (1976-2016). Predict the product of the given reaction. (1) The product is: [Cl:19][C:5]1[C:6]([NH:8][C:9]2[CH:18]=[CH:17][CH:16]=[CH:15][C:10]=2[C:11]([NH:13][CH3:14])=[O:12])=[N:7][C:2]([NH:35][C:32]2[CH:33]=[CH:34][C:27]3[CH2:26][CH2:25][CH:24]([NH:23][CH2:22][C:21]([F:20])([F:36])[F:37])[CH2:30][CH2:29][C:28]=3[CH:31]=2)=[N:3][CH:4]=1. Given the reactants Cl[C:2]1[N:7]=[C:6]([NH:8][C:9]2[CH:18]=[CH:17][CH:16]=[CH:15][C:10]=2[C:11]([NH:13][CH3:14])=[O:12])[C:5]([Cl:19])=[CH:4][N:3]=1.[F:20][C:21]([F:37])([F:36])[CH2:22][NH:23][CH:24]1[CH2:30][CH2:29][C:28]2[CH:31]=[C:32]([NH2:35])[CH:33]=[CH:34][C:27]=2[CH2:26][CH2:25]1.CC1(C)[C@]2(CS(O)(=O)=O)C(C[C@H]1CC2)=O.C(=O)(O)[O-].[Na+], predict the reaction product. (2) Given the reactants [OH:1][C:2]1[CH:16]=[C:15]2[C:5]([NH:6][CH:7]=[C:8]2[CH2:9][C@@H:10]([C:12]([OH:14])=[O:13])[NH2:11])=[CH:4][CH:3]=1.[Cl-].[Cr+3:18].[Cl-].[Cl-], predict the reaction product. The product is: [Cr:18].[OH:1][C:2]1[CH:16]=[C:15]2[C:5]([NH:6][CH:7]=[C:8]2[CH2:9][C@@H:10]([C:12]([OH:14])=[O:13])[NH2:11])=[CH:4][CH:3]=1.